From a dataset of Reaction yield outcomes from USPTO patents with 853,638 reactions. Predict the reaction yield, written as a fraction of the theoretical maximum amount of product (1.0 means a 100% yield; for example, 0.34 means a 34% yield). (1) The reactants are [C:1]([O:5][CH:6]([C:11]1[C:12]([C:20]2[CH:21]=[CH:22][C:23]3[O:28][CH2:27][CH2:26][CH2:25][C:24]=3[CH:29]=2)=[C:13]([CH:17]=[CH:18][CH:19]=1)[C:14](O)=[O:15])[C:7]([O:9][CH3:10])=[O:8])([CH3:4])([CH3:3])[CH3:2].[CH2:30]([NH:32][CH2:33][CH3:34])[CH3:31].C(N(CC)CC)C.F[P-](F)(F)(F)(F)F.N1(OC(N(C)C)=[N+](C)C)C2N=CC=CC=2N=N1. The catalyst is CN(C)C=O.O. The product is [C:1]([O:5][CH:6]([C:11]1[CH:19]=[CH:18][CH:17]=[C:13]([C:14](=[O:15])[N:32]([CH2:33][CH3:34])[CH2:30][CH3:31])[C:12]=1[C:20]1[CH:21]=[CH:22][C:23]2[O:28][CH2:27][CH2:26][CH2:25][C:24]=2[CH:29]=1)[C:7]([O:9][CH3:10])=[O:8])([CH3:3])([CH3:4])[CH3:2]. The yield is 0.890. (2) The reactants are [CH3:1][C@@H:2]1[NH:13][C:12](=[O:14])[CH2:11][CH2:10][CH:9]=[CH:8][CH2:7][C@@H:6]([CH3:15])[C:5](=[O:16])[O:4][CH2:3]1. The catalyst is C1COCC1.[Pd]. The product is [CH3:1][C@@H:2]1[NH:13][C:12](=[O:14])[CH2:11][CH2:10][CH2:9][CH2:8][CH2:7][C@@H:6]([CH3:15])[C:5](=[O:16])[O:4][CH2:3]1. The yield is 0.970. (3) The reactants are CS(Cl)(=O)=O.[NH:6]([C:13]1[N:18]=[C:17]([C:19]2[N:23]([CH3:24])[C:22]([CH2:25][C:26]([CH3:29])(O)[CH3:27])=[N:21][CH:20]=2)[CH:16]=[CH:15][N:14]=1)[C:7]1[CH:12]=[CH:11][CH:10]=[CH:9][CH:8]=1.C(N(CC)CC)C. The catalyst is C(Cl)Cl. The product is [CH3:24][N:23]1[C:19]([C:17]2[CH:16]=[CH:15][N:14]=[C:13]([NH:6][C:7]3[CH:8]=[CH:9][CH:10]=[CH:11][CH:12]=3)[N:18]=2)=[CH:20][N:21]=[C:22]1[CH:25]=[C:26]([CH3:29])[CH3:27]. The yield is 0.420. (4) The reactants are Cl[C:2]1[C:3]2[C:4](=[CH:13][S:14][CH:15]=2)[N:5]=[C:6]([C:8]([O:10]CC)=O)[N:7]=1.[F:16][C:17]1[CH:22]=[CH:21][C:20]([Mg]Br)=[CH:19][CH:18]=1.C1C[O:28]CC1. The catalyst is C1COCC1. The product is [F:16][C:17]1[CH:22]=[CH:21][C:20]([C:8]([C:6]2[N:7]=[C:2]([OH:28])[C:3]3[C:4](=[CH:13][S:14][CH:15]=3)[N:5]=2)=[O:10])=[CH:19][CH:18]=1. The yield is 0.240.